This data is from Forward reaction prediction with 1.9M reactions from USPTO patents (1976-2016). The task is: Predict the product of the given reaction. (1) Given the reactants Br[C:2]1[CH2:7][CH2:6][CH2:5][C:4](=[O:8])[CH:3]=1.[OH:9][C:10]1[CH:11]=[C:12](B(O)O)[CH:13]=[CH:14][CH:15]=1, predict the reaction product. The product is: [OH:8][C:4]1[CH:3]=[C:2]([C:14]2[CH2:13][CH2:12][CH2:11][C:10](=[O:9])[CH:15]=2)[CH:7]=[CH:6][CH:5]=1. (2) Given the reactants [Cl:1][C:2]1[CH:7]=[CH:6][C:5]([NH:8][C:9](=[O:15])[O:10][C:11]([CH3:14])([CH3:13])[CH3:12])=[C:4]([OH:16])[CH:3]=1.C1(P(C2C=CC=CC=2)C2C=CC=CC=2)C=CC=CC=1.[CH2:36]([O:43][CH2:44][CH2:45][CH2:46]O)[C:37]1[CH:42]=[CH:41][CH:40]=[CH:39][CH:38]=1.CCOC(/N=N/C(OCC)=O)=O, predict the reaction product. The product is: [CH2:36]([O:43][CH2:44][CH2:45][CH2:46][O:16][C:4]1[CH:3]=[C:2]([Cl:1])[CH:7]=[CH:6][C:5]=1[NH:8][C:9](=[O:15])[O:10][C:11]([CH3:13])([CH3:12])[CH3:14])[C:37]1[CH:42]=[CH:41][CH:40]=[CH:39][CH:38]=1. (3) The product is: [CH:21]1([N:16]2[CH2:15][C:14]3([CH2:24][CH2:25][N:11]([S:8]([C:5]4[CH:6]=[CH:7][C:2]([C:33]5[CH:34]=[C:35]6[C:30]([CH:29]=[CH:28][CH:27]=[N:26]6)=[CH:31][CH:32]=5)=[CH:3][CH:4]=4)(=[O:10])=[O:9])[CH2:12][CH2:13]3)[O:19][CH2:18][C:17]2=[O:20])[CH2:23][CH2:22]1. Given the reactants Br[C:2]1[CH:7]=[CH:6][C:5]([S:8]([N:11]2[CH2:25][CH2:24][C:14]3([O:19][CH2:18][C:17](=[O:20])[N:16]([CH:21]4[CH2:23][CH2:22]4)[CH2:15]3)[CH2:13][CH2:12]2)(=[O:10])=[O:9])=[CH:4][CH:3]=1.[N:26]1[C:35]2[C:30](=[CH:31][CH:32]=[C:33](B(O)O)[CH:34]=2)[CH:29]=[CH:28][CH:27]=1.C(=O)([O-])[O-].[K+].[K+], predict the reaction product. (4) Given the reactants [H-].[Na+].[F:3][C:4]1[C:9]([C:10]2[NH:14][CH:13]=[C:12]([CH2:15][N:16]([CH3:24])[C:17](=[O:23])[O:18][C:19]([CH3:22])([CH3:21])[CH3:20])[C:11]=2[F:25])=[CH:8][CH:7]=[CH:6][N:5]=1.C1OCCOCCOCCOCCOC1.Cl[S:42]([C:45]1[O:49][C:48]([C:50]([O:52][CH3:53])=[O:51])=[CH:47][CH:46]=1)(=[O:44])=[O:43], predict the reaction product. The product is: [C:19]([O:18][C:17]([N:16]([CH2:15][C:12]1[C:11]([F:25])=[C:10]([C:9]2[C:4]([F:3])=[N:5][CH:6]=[CH:7][CH:8]=2)[N:14]([S:42]([C:45]2[O:49][C:48]([C:50]([O:52][CH3:53])=[O:51])=[CH:47][CH:46]=2)(=[O:43])=[O:44])[CH:13]=1)[CH3:24])=[O:23])([CH3:21])([CH3:22])[CH3:20].